Dataset: Catalyst prediction with 721,799 reactions and 888 catalyst types from USPTO. Task: Predict which catalyst facilitates the given reaction. (1) Reactant: Cl.Cl.[C:3]([C:7]1[CH:12]=[CH:11][CH:10]=[CH:9][C:8]=1[N:13]1[CH2:18][CH2:17][NH:16][CH2:15][CH2:14]1)([CH3:6])([CH3:5])[CH3:4].[CH:19]1([C:25]2[O:29][CH:28]=[N:27][C:26]=2[C:30](O)=[O:31])[CH2:24][CH2:23][CH2:22][CH2:21][CH2:20]1.C(N(CC)CC)C.CCN=C=NCCCN(C)C.C1C=CC2N(O)N=NC=2C=1. Product: [C:3]([C:7]1[CH:12]=[CH:11][CH:10]=[CH:9][C:8]=1[N:13]1[CH2:18][CH2:17][N:16]([C:30]([C:26]2[N:27]=[CH:28][O:29][C:25]=2[CH:19]2[CH2:20][CH2:21][CH2:22][CH2:23][CH2:24]2)=[O:31])[CH2:15][CH2:14]1)([CH3:6])([CH3:4])[CH3:5]. The catalyst class is: 10. (2) Reactant: [C:1]([C:3]1[CH:8]=[CH:7][C:6]([NH:9][CH:10]([C:15]2[CH:16]=[C:17]([CH2:25][CH3:26])[C:18]3[O:22][CH:21]=[C:20]([CH3:23])[C:19]=3[CH:24]=2)[C:11]([O:13]C)=[O:12])=[CH:5][CH:4]=1)#[N:2].O[Li].O.C1COCC1. Product: [C:1]([C:3]1[CH:4]=[CH:5][C:6]([NH:9][CH:10]([C:15]2[CH:16]=[C:17]([CH2:25][CH3:26])[C:18]3[O:22][CH:21]=[C:20]([CH3:23])[C:19]=3[CH:24]=2)[C:11]([OH:13])=[O:12])=[CH:7][CH:8]=1)#[N:2]. The catalyst class is: 6.